From a dataset of Full USPTO retrosynthesis dataset with 1.9M reactions from patents (1976-2016). Predict the reactants needed to synthesize the given product. (1) Given the product [C:52]([C:49]1[CH:50]=[CH:51][C:46]([C:41]2[CH:42]=[CH:43][CH:44]=[C:45]3[C:40]=2[CH:39]=[C:38]([CH:56]([CH3:58])[CH3:57])[CH:37]3[Si:34]([CH:21]2[C:13]3=[CH:14][C:15]4[CH2:16][CH2:17][CH2:18][CH2:19][C:20]=4[C:11]([C:8]4[CH:7]=[CH:6][C:5]([C:1]([CH3:4])([CH3:2])[CH3:3])=[CH:10][CH:9]=4)=[C:12]3[CH:23]=[C:22]2[CH3:24])([CH3:36])[CH3:35])=[CH:47][CH:48]=1)([CH3:55])([CH3:54])[CH3:53], predict the reactants needed to synthesize it. The reactants are: [C:1]([C:5]1[CH:10]=[CH:9][C:8]([C:11]2[C:20]3[CH2:19][CH2:18][CH2:17][CH2:16][C:15]=3[CH:14]=[C:13]3[CH:21]=[C:22]([CH3:24])[CH2:23][C:12]=23)=[CH:7][CH:6]=1)([CH3:4])([CH3:3])[CH3:2].[Li]CCCC.C([Cu])#N.Cl[Si:34]([CH:37]1[C:45]2[C:40](=[C:41]([C:46]3[CH:51]=[CH:50][C:49]([C:52]([CH3:55])([CH3:54])[CH3:53])=[CH:48][CH:47]=3)[CH:42]=[CH:43][CH:44]=2)[CH:39]=[C:38]1[CH:56]([CH3:58])[CH3:57])([CH3:36])[CH3:35]. (2) Given the product [CH3:30][S:31]([O:26][CH2:25][C:22]1[N:21]=[CH:20][C:19]2[N:18]=[CH:17][N:16]([C:14]3[S:13][C:12]([C:27](=[O:28])[NH2:29])=[C:11]([O:10][CH:8]([C:3]4[CH:4]=[CH:5][CH:6]=[CH:7][C:2]=4[F:1])[CH3:9])[CH:15]=3)[C:24]=2[CH:23]=1)(=[O:33])=[O:32], predict the reactants needed to synthesize it. The reactants are: [F:1][C:2]1[CH:7]=[CH:6][CH:5]=[CH:4][C:3]=1[CH:8]([O:10][C:11]1[CH:15]=[C:14]([N:16]2[C:24]3[CH:23]=[C:22]([CH2:25][OH:26])[N:21]=[CH:20][C:19]=3[N:18]=[CH:17]2)[S:13][C:12]=1[C:27]([NH2:29])=[O:28])[CH3:9].[CH3:30][S:31](Cl)(=[O:33])=[O:32].C(N(CC)CC)C. (3) The reactants are: [OH:1]/[N:2]=[C:3](\[NH2:17])/[C:4]1[CH:9]=[CH:8][C:7]([O:10][C:11]2[CH:12]=[N:13][CH:14]=[CH:15][CH:16]=2)=[CH:6][CH:5]=1.CN(C)N1C=CC=CC1.[CH2:27]([O:34][C:35]1[CH:43]=[CH:42][C:38]([C:39](Cl)=O)=[CH:37][CH:36]=1)[C:28]1[CH:33]=[CH:32][CH:31]=[CH:30][CH:29]=1. Given the product [CH2:27]([O:34][C:35]1[CH:36]=[CH:37][C:38]([C:39]2[O:1][N:2]=[C:3]([C:4]3[CH:5]=[CH:6][C:7]([O:10][C:11]4[CH:12]=[N:13][CH:14]=[CH:15][CH:16]=4)=[CH:8][CH:9]=3)[N:17]=2)=[CH:42][CH:43]=1)[C:28]1[CH:29]=[CH:30][CH:31]=[CH:32][CH:33]=1, predict the reactants needed to synthesize it. (4) Given the product [Br:18][C:13]1[C:12]([O:19][CH3:20])=[CH:11][C:10]2[O:9][CH2:8][C:7]3[C:5]([C:4]([O:3][CH2:1][CH3:2])=[O:21])=[N:29][N:28]([C:24]4[S:23][CH:27]=[CH:26][CH:25]=4)[C:16]=3[C:15]=2[CH:14]=1, predict the reactants needed to synthesize it. The reactants are: [CH2:1]([O:3][C:4](=[O:21])[C:5](=[C:7]1[C:16](=O)[C:15]2[C:10](=[CH:11][C:12]([O:19][CH3:20])=[C:13]([Br:18])[CH:14]=2)[O:9][CH2:8]1)O)[CH3:2].Cl.[S:23]1[CH:27]=[CH:26][CH:25]=[C:24]1[NH:28][NH2:29].